Task: Predict the product of the given reaction.. Dataset: Forward reaction prediction with 1.9M reactions from USPTO patents (1976-2016) (1) Given the reactants [CH3:1][O:2][C:3]1[CH:4]=[C:5]([CH:8]=[CH:9][C:10]=1[O:11][CH2:12][CH2:13][CH2:14][Cl:15])[C:6]#[N:7].[N+:16]([O-])([OH:18])=[O:17], predict the reaction product. The product is: [N+:16]([C:8]1[CH:9]=[C:10]([O:11][CH2:12][CH2:13][CH2:14][Cl:15])[C:3]([O:2][CH3:1])=[CH:4][C:5]=1[C:6]#[N:7])([O-:18])=[O:17]. (2) Given the reactants [C:1]([C:3]1[CH:15]=[C:14]2[C:6]([C:7]3[C:8](=[O:30])[C:9]4[CH:21]=[CH:20][C:19](OS(C(F)(F)F)(=O)=O)=[CH:18][C:10]=4[C:11]([CH3:17])([CH3:16])[C:12]=3[NH:13]2)=[CH:5][CH:4]=1)#[N:2].Cl.[CH:32]([N:35]([CH:39]([CH3:41])[CH3:40])[CH2:36][CH2:37][SH:38])([CH3:34])[CH3:33], predict the reaction product. The product is: [CH:32]([N:35]([CH:39]([CH3:41])[CH3:40])[CH2:36][CH2:37][S:38][C:19]1[CH:20]=[CH:21][C:9]2[C:8](=[O:30])[C:7]3[C:6]4[C:14](=[CH:15][C:3]([C:1]#[N:2])=[CH:4][CH:5]=4)[NH:13][C:12]=3[C:11]([CH3:16])([CH3:17])[C:10]=2[CH:18]=1)([CH3:34])[CH3:33]. (3) Given the reactants Br[CH2:2][CH2:3][C@@:4]1([CH3:17])[C:9]([O:10][CH3:11])=[N:8][C@H:7]([CH:12]([CH3:14])[CH3:13])[C:6]([O:15][CH3:16])=[N:5]1.[CH3:18][NH:19][CH3:20].C1COCC1, predict the reaction product. The product is: [CH:12]([C@@H:7]1[C:6]([O:15][CH3:16])=[N:5][C@:4]([CH2:3][CH2:2][N:19]([CH3:20])[CH3:18])([CH3:17])[C:9]([O:10][CH3:11])=[N:8]1)([CH3:14])[CH3:13]. (4) Given the reactants C1(P(C2C=CC=CC=2)C2C3OC4C(=CC=CC=4P(C4C=CC=CC=4)C4C=CC=CC=4)C(C)(C)C=3C=CC=2)C=CC=CC=1.C(=O)([O-])[O-].[K+].[K+].[CH3:49][NH:50][C:51]([NH2:53])=[O:52].[Cl:54][C:55]1[N:56]=[N:57][C:58](Cl)=[CH:59][C:60]=1[C:61]([F:64])([CH3:63])[CH3:62], predict the reaction product. The product is: [Cl:54][C:55]1[N:56]=[N:57][C:58]([NH:53][C:51]([NH:50][CH3:49])=[O:52])=[CH:59][C:60]=1[C:61]([F:64])([CH3:63])[CH3:62]. (5) Given the reactants C([O:8][C:9](=[O:28])[C:10]1[CH:15]=[C:14]([CH3:16])[C:13]([CH:17]=[CH:18][C:19]([O:21][C:22]([CH3:25])([CH3:24])[CH3:23])=[O:20])=[C:12]([CH2:26][CH3:27])[CH:11]=1)C1C=CC=CC=1, predict the reaction product. The product is: [C:22]([O:21][C:19]([CH2:18][CH2:17][C:13]1[C:14]([CH3:16])=[CH:15][C:10]([C:9]([OH:28])=[O:8])=[CH:11][C:12]=1[CH2:26][CH3:27])=[O:20])([CH3:23])([CH3:25])[CH3:24]. (6) Given the reactants [Si]([O:8][C@H:9]1[C:20](=[O:21])[O:19][CH2:18][C@@H:17]([C:22]2[CH:27]=[CH:26][CH:25]=[CH:24][CH:23]=2)[NH:16][C:15](=[O:28])[CH2:14][CH2:13][CH:12]=[CH:11][CH2:10]1)(C(C)(C)C)(C)C.C1COCC1.CCCC[N+](CCCC)(CCCC)CCCC.[F-], predict the reaction product. The product is: [OH:8][C@H:9]1[C:20](=[O:21])[O:19][CH2:18][C@@H:17]([C:22]2[CH:27]=[CH:26][CH:25]=[CH:24][CH:23]=2)[NH:16][C:15](=[O:28])[CH2:14][CH2:13][CH:12]=[CH:11][CH2:10]1.